This data is from Peptide-MHC class I binding affinity with 185,985 pairs from IEDB/IMGT. The task is: Regression. Given a peptide amino acid sequence and an MHC pseudo amino acid sequence, predict their binding affinity value. This is MHC class I binding data. (1) The MHC is Mamu-B17 with pseudo-sequence Mamu-B17. The binding affinity (normalized) is 0.367. The peptide sequence is IIRPKTFGW. (2) The peptide sequence is QYSGFVRTL. The MHC is HLA-A30:01 with pseudo-sequence HLA-A30:01. The binding affinity (normalized) is 0.0847. (3) The peptide sequence is VDYNFTIV. The MHC is H-2-Db with pseudo-sequence H-2-Db. The binding affinity (normalized) is 0.0118. (4) The binding affinity (normalized) is 0.0847. The peptide sequence is TLELNMETL. The MHC is HLA-A03:01 with pseudo-sequence HLA-A03:01.